From a dataset of Catalyst prediction with 721,799 reactions and 888 catalyst types from USPTO. Predict which catalyst facilitates the given reaction. (1) Reactant: [C:1]1([C:7]2[S:11][C:10]([CH3:12])=[N:9][C:8]=2[C:13]([OH:15])=O)[CH:6]=[CH:5][CH:4]=[CH:3][CH:2]=1.CCN(C(C)C)C(C)C.CN(C(ON1N=NC2C=CC=CC1=2)=[N+](C)C)C.[B-](F)(F)(F)F.[NH:47]1[CH2:52][CH2:51][CH2:50][CH2:49][C@H:48]1[CH2:53][C:54]1[N:55]=[C:56]2[CH:61]=[C:60]([C:62]([F:65])([F:64])[F:63])[CH:59]=[CH:58][N:57]2[CH:66]=1. Product: [CH3:12][C:10]1[S:11][C:7]([C:1]2[CH:2]=[CH:3][CH:4]=[CH:5][CH:6]=2)=[C:8]([C:13]([N:47]2[CH2:52][CH2:51][CH2:50][CH2:49][C@H:48]2[CH2:53][C:54]2[N:55]=[C:56]3[CH:61]=[C:60]([C:62]([F:63])([F:64])[F:65])[CH:59]=[CH:58][N:57]3[CH:66]=2)=[O:15])[N:9]=1. The catalyst class is: 18. (2) The catalyst class is: 1. Product: [Cl:26][C:27]1[CH:28]=[CH:29][C:30]([O:31][P:32]([NH:46][C@@H:47]([CH2:54][C:55]2[CH:56]=[CH:57][CH:58]=[CH:59][CH:60]=2)[C:48]([O:50][CH:51]([CH3:52])[CH3:53])=[O:49])([O:10][CH2:9][C@@H:6]2[C@@H:7]([OH:8])[C@@:3]([C:1]#[CH:2])([OH:19])[C@H:4]([N:11]3[CH:16]=[CH:15][C:14](=[O:17])[NH:13][C:12]3=[O:18])[O:5]2)=[O:33])=[CH:61][CH:62]=1. Reactant: [C:1]([C@@:3]1([OH:19])[C@H:7]([OH:8])[C@@H:6]([CH2:9][OH:10])[O:5][C@H:4]1[N:11]1[CH:16]=[CH:15][C:14](=[O:17])[NH:13][C:12]1=[O:18])#[CH:2].C([Mg]Cl)(C)(C)C.[Cl:26][C:27]1[CH:62]=[CH:61][C:30]([O:31][P:32]([NH:46][C@@H:47]([CH2:54][C:55]2[CH:60]=[CH:59][CH:58]=[CH:57][CH:56]=2)[C:48]([O:50][CH:51]([CH3:53])[CH3:52])=[O:49])(OC2C(F)=C(F)C(F)=C(F)C=2F)=[O:33])=[CH:29][CH:28]=1.